Dataset: Full USPTO retrosynthesis dataset with 1.9M reactions from patents (1976-2016). Task: Predict the reactants needed to synthesize the given product. (1) Given the product [C:1]([C:3]1[CH:4]=[N:5][C:6]2[C:11]([CH:12]=1)=[CH:10][CH:9]=[C:8]([OH:13])[CH:7]=2)#[N:2], predict the reactants needed to synthesize it. The reactants are: [C:1]([C:3]1[CH:4]=[N:5][C:6]2[C:11]([CH:12]=1)=[CH:10][CH:9]=[C:8]([O:13]C)[CH:7]=2)#[N:2].[Cl-].[Cl-].[Cl-].[Al+3]. (2) Given the product [C:21]([C:17]1[CH:16]=[C:15]([C:13]2[C:12]([O:24][CH3:25])=[CH:11][CH:10]=[C:9]([NH:8][C:5]3[CH:4]=[CH:3][C:2]([NH:1][C:31]([NH2:32])=[O:30])=[CH:7][CH:6]=3)[CH:14]=2)[CH:20]=[CH:19][CH:18]=1)(=[O:23])[CH3:22], predict the reactants needed to synthesize it. The reactants are: [NH2:1][C:2]1[CH:7]=[CH:6][C:5]([NH:8][C:9]2[CH:10]=[CH:11][C:12]([O:24][CH3:25])=[C:13]([C:15]3[CH:20]=[CH:19][CH:18]=[C:17]([C:21](=[O:23])[CH3:22])[CH:16]=3)[CH:14]=2)=[CH:4][CH:3]=1.C(O)(=O)C.[O-:30][C:31]#[N:32].[Na+]. (3) Given the product [Br:1][C:2]1[CH:3]=[CH:4][CH:5]=[C:6]([CH2:8][N:18]2[CH2:19][CH2:20][CH:15]([N:10]3[CH2:14][CH2:13][CH2:12][CH2:11]3)[CH2:16][CH2:17]2)[N:7]=1, predict the reactants needed to synthesize it. The reactants are: [Br:1][C:2]1[N:7]=[C:6]([CH:8]=O)[CH:5]=[CH:4][CH:3]=1.[N:10]1([CH:15]2[CH2:20][CH2:19][NH:18][CH2:17][CH2:16]2)[CH2:14][CH2:13][CH2:12][CH2:11]1. (4) Given the product [Cl:32][C:26]1[CH:27]=[C:28]([Cl:31])[CH:29]=[CH:30][C:25]=1[CH2:24][NH:23][C:16]1[C:17]2[S:22][CH:21]=[CH:20][C:18]=2[N:19]=[C:14]([N:11]2[CH2:10][CH2:9][C:8]([CH2:33][CH2:34][N:35]3[CH2:36][CH2:37][CH2:38][CH2:39]3)([C:6]([OH:7])=[O:5])[CH2:13][CH2:12]2)[N:15]=1, predict the reactants needed to synthesize it. The reactants are: [OH-].[Na+].C([O:5][C:6]([C:8]1([CH2:33][CH2:34][N:35]2[CH2:39][CH2:38][CH2:37][CH2:36]2)[CH2:13][CH2:12][N:11]([C:14]2[N:15]=[C:16]([NH:23][CH2:24][C:25]3[CH:30]=[CH:29][C:28]([Cl:31])=[CH:27][C:26]=3[Cl:32])[C:17]3[S:22][CH:21]=[CH:20][C:18]=3[N:19]=2)[CH2:10][CH2:9]1)=[O:7])C.Cl.